This data is from NCI-60 drug combinations with 297,098 pairs across 59 cell lines. The task is: Regression. Given two drug SMILES strings and cell line genomic features, predict the synergy score measuring deviation from expected non-interaction effect. (1) Drug 1: CC(C)CN1C=NC2=C1C3=CC=CC=C3N=C2N. Drug 2: C1C(C(OC1N2C=NC(=NC2=O)N)CO)O. Cell line: NCI-H522. Synergy scores: CSS=12.0, Synergy_ZIP=-2.17, Synergy_Bliss=0.756, Synergy_Loewe=-4.88, Synergy_HSA=-2.69. (2) Drug 1: CC1C(C(=O)NC(C(=O)N2CCCC2C(=O)N(CC(=O)N(C(C(=O)O1)C(C)C)C)C)C(C)C)NC(=O)C3=C4C(=C(C=C3)C)OC5=C(C(=O)C(=C(C5=N4)C(=O)NC6C(OC(=O)C(N(C(=O)CN(C(=O)C7CCCN7C(=O)C(NC6=O)C(C)C)C)C)C(C)C)C)N)C. Drug 2: C1=CC=C(C(=C1)C(C2=CC=C(C=C2)Cl)C(Cl)Cl)Cl. Cell line: LOX IMVI. Synergy scores: CSS=3.02, Synergy_ZIP=-0.644, Synergy_Bliss=-3.22, Synergy_Loewe=-22.4, Synergy_HSA=-7.52. (3) Drug 1: C1=NC2=C(N=C(N=C2N1C3C(C(C(O3)CO)O)O)F)N. Drug 2: CC1CCCC2(C(O2)CC(NC(=O)CC(C(C(=O)C(C1O)C)(C)C)O)C(=CC3=CSC(=N3)C)C)C. Cell line: CCRF-CEM. Synergy scores: CSS=68.0, Synergy_ZIP=-0.561, Synergy_Bliss=-1.58, Synergy_Loewe=-0.694, Synergy_HSA=-0.773. (4) Drug 1: CN(C(=O)NC(C=O)C(C(C(CO)O)O)O)N=O. Drug 2: C(CN)CNCCSP(=O)(O)O. Cell line: NCIH23. Synergy scores: CSS=2.41, Synergy_ZIP=2.19, Synergy_Bliss=3.46, Synergy_Loewe=4.35, Synergy_HSA=0.0235. (5) Drug 2: C1=C(C(=O)NC(=O)N1)N(CCCl)CCCl. Cell line: HL-60(TB). Synergy scores: CSS=93.2, Synergy_ZIP=4.36, Synergy_Bliss=2.01, Synergy_Loewe=1.73, Synergy_HSA=3.15. Drug 1: CC12CCC3C(C1CCC2=O)CC(=C)C4=CC(=O)C=CC34C. (6) Cell line: MCF7. Drug 1: CC1OCC2C(O1)C(C(C(O2)OC3C4COC(=O)C4C(C5=CC6=C(C=C35)OCO6)C7=CC(=C(C(=C7)OC)O)OC)O)O. Drug 2: C1=NC2=C(N=C(N=C2N1C3C(C(C(O3)CO)O)O)F)N. Synergy scores: CSS=19.5, Synergy_ZIP=-10.9, Synergy_Bliss=-2.24, Synergy_Loewe=-17.2, Synergy_HSA=-3.60. (7) Drug 1: CN1CCC(CC1)COC2=C(C=C3C(=C2)N=CN=C3NC4=C(C=C(C=C4)Br)F)OC. Drug 2: C(CCl)NC(=O)N(CCCl)N=O. Cell line: HL-60(TB). Synergy scores: CSS=-10.1, Synergy_ZIP=3.47, Synergy_Bliss=0.469, Synergy_Loewe=-8.53, Synergy_HSA=-7.26. (8) Drug 2: CN(CC1=CN=C2C(=N1)C(=NC(=N2)N)N)C3=CC=C(C=C3)C(=O)NC(CCC(=O)O)C(=O)O. Drug 1: CC(C1=C(C=CC(=C1Cl)F)Cl)OC2=C(N=CC(=C2)C3=CN(N=C3)C4CCNCC4)N. Cell line: MOLT-4. Synergy scores: CSS=71.7, Synergy_ZIP=1.70, Synergy_Bliss=0.292, Synergy_Loewe=-7.07, Synergy_HSA=-0.213. (9) Drug 1: C1=CC(=CC=C1C#N)C(C2=CC=C(C=C2)C#N)N3C=NC=N3. Drug 2: C1CCC(C(C1)N)N.C(=O)(C(=O)[O-])[O-].[Pt+4]. Cell line: NCI/ADR-RES. Synergy scores: CSS=20.9, Synergy_ZIP=-1.01, Synergy_Bliss=5.77, Synergy_Loewe=2.55, Synergy_HSA=1.79.